This data is from Full USPTO retrosynthesis dataset with 1.9M reactions from patents (1976-2016). The task is: Predict the reactants needed to synthesize the given product. Given the product [CH2:21]([O:20][C:18]([C@H:17]1[C:23](=[O:25])[CH:14]([NH:13][C:11]([O:10][C:6]([CH3:9])([CH3:8])[CH3:7])=[O:12])[CH2:15][S:16]1)=[O:19])[CH3:22], predict the reactants needed to synthesize it. The reactants are: [H-].[Na+].CCO.[C:6]([O:10][C:11]([NH:13][C@H:14]([C:23]([O:25]CC)=O)[CH2:15][S:16][CH2:17][C:18]([O:20][CH2:21][CH3:22])=[O:19])=[O:12])([CH3:9])([CH3:8])[CH3:7].C(O)(=O)C.